From a dataset of Retrosynthesis with 50K atom-mapped reactions and 10 reaction types from USPTO. Predict the reactants needed to synthesize the given product. Given the product Cc1ccc(Cl)c(Nc2cc(Cl)ncn2)c1, predict the reactants needed to synthesize it. The reactants are: Cc1ccc(Cl)c(N)c1.Clc1cc(Cl)ncn1.